From a dataset of Reaction yield outcomes from USPTO patents with 853,638 reactions. Predict the reaction yield, written as a fraction of the theoretical maximum amount of product (1.0 means a 100% yield; for example, 0.34 means a 34% yield). (1) The reactants are C([O:3][C:4]([C:6]1[C:7]([C:11]2[CH:16]=[CH:15][C:14]([O:17][CH2:18][C:19]3[CH:24]=[CH:23][C:22]([F:25])=[CH:21][CH:20]=3)=[CH:13][CH:12]=2)=[N:8][O:9][CH:10]=1)=[O:5])C.[OH-].[Na+].Cl. The catalyst is C(O)C. The product is [F:25][C:22]1[CH:21]=[CH:20][C:19]([CH2:18][O:17][C:14]2[CH:13]=[CH:12][C:11]([C:7]3[C:6]([C:4]([OH:5])=[O:3])=[CH:10][O:9][N:8]=3)=[CH:16][CH:15]=2)=[CH:24][CH:23]=1. The yield is 0.910. (2) The reactants are [Cl:1][C:2]1[CH:3]=[CH:4][C:5]2[N:6]([CH:8]=[CH:9][N:10]=2)[N:7]=1.C(=O)([O-])[O-].[K+].[K+].[C:30]1(P([C:30]2[CH:35]=[CH:34][CH:33]=[CH:32][CH:31]=2)[C:30]2[CH:35]=[CH:34][CH:33]=[CH:32][CH:31]=2)[CH:35]=[CH:34][CH:33]=[CH:32][CH:31]=1. The catalyst is C1(C)C=CC=CC=1.C([O-])(=O)C.[Pd+2].C([O-])(=O)C. The product is [Cl:1][C:2]1[CH:3]=[CH:4][C:5]2[N:6]([C:8]([C:32]3[C:31]4[C:30](=[CH:2][CH:3]=[CH:4][CH:5]=4)[CH:35]=[CH:34][CH:33]=3)=[CH:9][N:10]=2)[N:7]=1. The yield is 0.430.